From a dataset of Full USPTO retrosynthesis dataset with 1.9M reactions from patents (1976-2016). Predict the reactants needed to synthesize the given product. (1) Given the product [F:9][C:8]([F:11])([F:10])[C:7]1[C:2]([C:18]2[CH:19]=[CH:20][C:15]([C:12]([OH:14])=[O:13])=[CH:16][CH:17]=2)=[N:3][CH:4]=[CH:5][CH:6]=1, predict the reactants needed to synthesize it. The reactants are: Cl[C:2]1[C:7]([C:8]([F:11])([F:10])[F:9])=[CH:6][CH:5]=[CH:4][N:3]=1.[C:12]([C:15]1[CH:20]=[CH:19][C:18](B(O)O)=[CH:17][CH:16]=1)([OH:14])=[O:13].C(=O)([O-])[O-].[K+].[K+]. (2) Given the product [CH3:17][C:18]1[CH:22]=[C:21]([CH3:23])[N:20]([CH:24]([CH3:29])[C:25]([NH:27][NH:28][C:2](=[S:3])[NH:1][C:4]2[CH:8]=[CH:7][N:6]([CH2:9][C:10]3[CH:15]=[CH:14][CH:13]=[C:12]([CH3:16])[N:11]=3)[N:5]=2)=[O:26])[N:19]=1, predict the reactants needed to synthesize it. The reactants are: [N:1]([C:4]1[CH:8]=[CH:7][N:6]([CH2:9][C:10]2[CH:15]=[CH:14][CH:13]=[C:12]([CH3:16])[N:11]=2)[N:5]=1)=[C:2]=[S:3].[CH3:17][C:18]1[CH:22]=[C:21]([CH3:23])[N:20]([CH:24]([CH3:29])[C:25]([NH:27][NH2:28])=[O:26])[N:19]=1. (3) Given the product [F:1][C:2]1[C:3]([C@@H:8]([S:10][C:11]2[N:12]=[C:13]([NH:22][C@@H:23]([CH2:24][OH:25])[CH2:26][CH:27]([CH3:28])[CH3:29])[C:14]3[S:19][C:18](=[O:20])[NH:17][C:15]=3[N:16]=2)[CH3:9])=[N:4][CH:5]=[CH:6][CH:7]=1, predict the reactants needed to synthesize it. The reactants are: [F:1][C:2]1[C:3]([C@@H:8]([S:10][C:11]2[N:12]=[C:13]([NH:22][C@H:23]([CH2:26][CH:27]([CH3:29])[CH3:28])[CH2:24][OH:25])[C:14]3[S:19][C:18]([O:20]C)=[N:17][C:15]=3[N:16]=2)[CH3:9])=[N:4][CH:5]=[CH:6][CH:7]=1.